From a dataset of Full USPTO retrosynthesis dataset with 1.9M reactions from patents (1976-2016). Predict the reactants needed to synthesize the given product. (1) Given the product [OH:2][C:3]1[CH:4]=[CH:5][C:6]([CH2:7][C:8]2[C:17]3[NH:18][C:19]4[CH:20]=[CH:21][CH:22]=[CH:23][C:24]=4[C:16]=3[C:15]3[C:14](=[O:25])[CH2:13][C:12]([CH3:27])([CH3:26])[CH2:11][C:10]=3[N:9]=2)=[CH:28][CH:29]=1, predict the reactants needed to synthesize it. The reactants are: C[O:2][C:3]1[CH:29]=[CH:28][C:6]([CH2:7][C:8]2[C:17]3[NH:18][C:19]4[CH:20]=[CH:21][CH:22]=[CH:23][C:24]=4[C:16]=3[C:15]3[C:14](=[O:25])[CH2:13][C:12]([CH3:27])([CH3:26])[CH2:11][C:10]=3[N:9]=2)=[CH:5][CH:4]=1.O. (2) The reactants are: Cl[C:2]1[CH:7]=[C:6]([CH2:8][CH2:9][C:10]([CH:12]2[CH2:16][CH2:15][CH2:14][CH2:13]2)=[O:11])[C:5]([O:17][CH2:18][CH3:19])=[CH:4][N:3]=1.C(=O)([O-])[O-].[K+].[K+].[CH2:26](B(CC)CC)[CH3:27]. Given the product [CH:12]1([C:10](=[O:11])[CH2:9][CH2:8][C:6]2[C:5]([O:17][CH2:18][CH3:19])=[CH:4][N:3]=[C:2]([CH2:26][CH3:27])[CH:7]=2)[CH2:16][CH2:15][CH2:14][CH2:13]1, predict the reactants needed to synthesize it. (3) Given the product [CH3:21][O:20][C:17]1[CH:18]=[CH:19][C:14]([C:7]2[C:6]3[C:10](=[C:2]([N:28]4[CH2:33][CH2:32][O:31][CH2:30][CH2:29]4)[CH:3]=[CH:4][CH:5]=3)[N:9]([CH2:11][CH2:12][CH3:13])[N:8]=2)=[CH:15][CH:16]=1, predict the reactants needed to synthesize it. The reactants are: Cl[C:2]1[CH:3]=[CH:4][CH:5]=[C:6]2[C:10]=1[N:9]([CH2:11][CH2:12][CH3:13])[N:8]=[C:7]2[C:14]1[CH:19]=[CH:18][C:17]([O:20][CH3:21])=[CH:16][CH:15]=1.C(COC)OC.[NH:28]1[CH2:33][CH2:32][O:31][CH2:30][CH2:29]1.CC(C)([O-])C.[Na+].